From a dataset of Full USPTO retrosynthesis dataset with 1.9M reactions from patents (1976-2016). Predict the reactants needed to synthesize the given product. (1) Given the product [O:1]1[CH2:6][CH:5]=[C:4]([C:22]2[CH:43]=[CH:42][C:25]3[C:26]4[N:30]([CH2:31][CH2:32][O:33][C:24]=3[CH:23]=2)[CH:29]=[C:28]([C:34]2[N:35]([CH:39]([CH3:41])[CH3:40])[N:36]=[CH:37][N:38]=2)[N:27]=4)[CH2:3][CH2:2]1, predict the reactants needed to synthesize it. The reactants are: [O:1]1[CH2:6][CH:5]=[C:4](OS(C(F)(F)F)(=O)=O)[CH2:3][CH2:2]1.CC1(C)COB([C:22]2[CH:43]=[CH:42][C:25]3[C:26]4[N:30]([CH2:31][CH2:32][O:33][C:24]=3[CH:23]=2)[CH:29]=[C:28]([C:34]2[N:35]([CH:39]([CH3:41])[CH3:40])[N:36]=[CH:37][N:38]=2)[N:27]=4)OC1.C(=O)([O-])[O-].[Cs+].[Cs+].COCCOC. (2) Given the product [Cl:1][C:2]1[N:7]=[C:6]([NH:26][C:17]2[CH:18]=[CH:19][C:20]([N:21]3[CH:25]=[CH:24][N:23]=[CH:22]3)=[C:15]([F:14])[CH:16]=2)[C:5]([C:9]([O:11][CH2:12][CH3:13])=[O:10])=[CH:4][N:3]=1, predict the reactants needed to synthesize it. The reactants are: [Cl:1][C:2]1[N:7]=[C:6](Cl)[C:5]([C:9]([O:11][CH2:12][CH3:13])=[O:10])=[CH:4][N:3]=1.[F:14][C:15]1[CH:16]=[C:17]([NH2:26])[CH:18]=[CH:19][C:20]=1[N:21]1[CH:25]=[CH:24][N:23]=[CH:22]1.CCN(C(C)C)C(C)C.O. (3) Given the product [Cl:26][C:20]1[CH:19]=[C:18]([CH3:23])[N:17]=[C:16]([NH:15][C:5]2[CH:6]=[CH:7][C:8]([N:9]3[CH:13]=[C:12]([CH3:14])[N:11]=[CH:10]3)=[C:3]([O:2][CH3:1])[CH:4]=2)[N:21]=1, predict the reactants needed to synthesize it. The reactants are: [CH3:1][O:2][C:3]1[CH:4]=[C:5]([NH:15][C:16]2[N:21]=[C:20](O)[CH:19]=[C:18]([CH3:23])[N:17]=2)[CH:6]=[CH:7][C:8]=1[N:9]1[CH:13]=[C:12]([CH3:14])[N:11]=[CH:10]1.P(Cl)(Cl)([Cl:26])=O. (4) Given the product [CH3:16][S:17][C:18]1[CH:23]=[CH:22][C:21]([C:2]2[C:10]3[C:5](=[N:6][CH:7]=[C:8]([C:11]([O:13][CH2:14][CH3:15])=[O:12])[CH:9]=3)[O:4][CH:3]=2)=[CH:20][CH:19]=1, predict the reactants needed to synthesize it. The reactants are: Br[C:2]1[C:10]2[C:5](=[N:6][CH:7]=[C:8]([C:11]([O:13][CH2:14][CH3:15])=[O:12])[CH:9]=2)[O:4][CH:3]=1.[CH3:16][S:17][C:18]1[CH:23]=[CH:22][C:21](B(O)O)=[CH:20][CH:19]=1. (5) Given the product [CH:1]1([CH:7]2[N:11]([C:12]3[CH:17]=[CH:16][C:15]([C:18]4[CH:22]=[CH:21][O:20][N:19]=4)=[CH:14][CH:13]=3)[C:10](=[O:23])[C:9]([OH:24])=[C:8]2[C:25](=[O:35])[C:26]2[CH:31]=[CH:30][C:29]([C:32](=[O:34])[NH:40][CH3:44])=[CH:28][CH:27]=2)[CH2:2][CH2:3][CH2:4][CH2:5][CH2:6]1, predict the reactants needed to synthesize it. The reactants are: [CH:1]1([CH:7]2[N:11]([C:12]3[CH:17]=[CH:16][C:15]([C:18]4[CH:22]=[CH:21][O:20][N:19]=4)=[CH:14][CH:13]=3)[C:10](=[O:23])[C:9]([OH:24])=[C:8]2[C:25](=[O:35])[C:26]2[CH:31]=[CH:30][C:29]([C:32]([OH:34])=O)=[CH:28][CH:27]=2)[CH2:6][CH2:5][CH2:4][CH2:3][CH2:2]1.Cl.CN.O[N:40]1[C:44]2C=CC=CC=2N=N1.CN(C)C1C=C[NH+]=CC=1.Cl.C(N=C=NCCCN(C)C)C.C(N(CC)CC)C. (6) Given the product [O:11]=[C:12]1[C@H:18]([NH:19][C:20]([N:22]2[CH2:23][CH2:24][CH:25]([N:28]3[CH:33]=[C:32]([C:38]4[CH:43]=[CH:42][CH:41]=[CH:40][N:39]=4)[NH:31][C:29]3=[O:30])[CH2:26][CH2:27]2)=[O:21])[N:17]=[C:16]([C:44]2[CH:49]=[CH:48][CH:47]=[CH:46][CH:45]=2)[C:15]2[CH:50]=[CH:51][CH:52]=[CH:53][C:14]=2[N:13]1[CH2:54][C:55]([F:58])([F:56])[F:57], predict the reactants needed to synthesize it. The reactants are: [H-].C([Al+]CC(C)C)C(C)C.[O:11]=[C:12]1[C@H:18]([NH:19][C:20]([N:22]2[CH2:27][CH2:26][CH:25]([NH:28][C:29]([NH:31][CH:32]([C:38]3[CH:43]=[CH:42][CH:41]=[CH:40][N:39]=3)[C:33](OCC)=O)=[O:30])[CH2:24][CH2:23]2)=[O:21])[N:17]=[C:16]([C:44]2[CH:49]=[CH:48][CH:47]=[CH:46][CH:45]=2)[C:15]2[CH:50]=[CH:51][CH:52]=[CH:53][C:14]=2[N:13]1[CH2:54][C:55]([F:58])([F:57])[F:56]. (7) Given the product [O:8]1[CH2:9][CH2:10][CH:5]([C:3]([OH:4])=[O:2])[CH2:6][CH2:7]1, predict the reactants needed to synthesize it. The reactants are: C[O:2][C:3]([C:5]1(C(OC)=O)[CH2:10][CH2:9][O:8][CH2:7][CH2:6]1)=[O:4].Cl. (8) Given the product [CH:9]([C:12]1[N:17]=[C:16]([C:18](=[N:7][OH:8])[NH2:19])[CH:15]=[C:14]([C:20]2[CH:25]=[CH:24][CH:23]=[CH:22][CH:21]=2)[N:13]=1)([CH3:11])[CH3:10], predict the reactants needed to synthesize it. The reactants are: C(=O)([O-])O.[Na+].Cl.[NH2:7][OH:8].[CH:9]([C:12]1[N:17]=[C:16]([C:18]#[N:19])[CH:15]=[C:14]([C:20]2[CH:25]=[CH:24][CH:23]=[CH:22][CH:21]=2)[N:13]=1)([CH3:11])[CH3:10].